Dataset: Peptide-MHC class I binding affinity with 185,985 pairs from IEDB/IMGT. Task: Regression. Given a peptide amino acid sequence and an MHC pseudo amino acid sequence, predict their binding affinity value. This is MHC class I binding data. The peptide sequence is KLMPGSIYV. The MHC is HLA-A02:50 with pseudo-sequence HLA-A02:50. The binding affinity (normalized) is 1.00.